Dataset: Reaction yield outcomes from USPTO patents with 853,638 reactions. Task: Predict the reaction yield, written as a fraction of the theoretical maximum amount of product (1.0 means a 100% yield; for example, 0.34 means a 34% yield). (1) The reactants are Br[C:2]1[C:7]2=[CH:8][N:9]([C:11]3[C:18]([Cl:19])=[CH:17][CH:16]=[CH:15][C:12]=3[C:13]#[N:14])[N:10]=[C:6]2[C:5]([F:20])=[CH:4][N:3]=1.[C:21]([O:25][C:26]([N:28]1[CH2:31][CH:30]([C:32]2[CH:33]=[N:34][C:35]([NH2:38])=[CH:36][CH:37]=2)[CH2:29]1)=[O:27])([CH3:24])([CH3:23])[CH3:22].CC1(C)C2C(=C(P(C3C=CC=CC=3)C3C=CC=CC=3)C=CC=2)OC2C(P(C3C=CC=CC=3)C3C=CC=CC=3)=CC=CC1=2.C(=O)([O-])[O-].[Cs+].[Cs+]. The catalyst is O1CCOCC1.C1C=CC(/C=C/C(/C=C/C2C=CC=CC=2)=O)=CC=1.C1C=CC(/C=C/C(/C=C/C2C=CC=CC=2)=O)=CC=1.C1C=CC(/C=C/C(/C=C/C2C=CC=CC=2)=O)=CC=1.[Pd].[Pd]. The product is [C:21]([O:25][C:26]([N:28]1[CH2:29][CH:30]([C:32]2[CH:33]=[N:34][C:35]([NH:38][C:2]3[C:7]4=[CH:8][N:9]([C:11]5[C:12]([C:13]#[N:14])=[CH:15][CH:16]=[CH:17][C:18]=5[Cl:19])[N:10]=[C:6]4[C:5]([F:20])=[CH:4][N:3]=3)=[CH:36][CH:37]=2)[CH2:31]1)=[O:27])([CH3:24])([CH3:22])[CH3:23]. The yield is 0.640. (2) The reactants are [N+:1](CCC)([O-:3])=[O:2].[O:7]1[CH2:11][CH2:10][CH2:9][CH2:8]1.N12CCCN=C1CCC[CH2:14][CH2:13]2.C(=O)CC. The catalyst is C(OCC)(=O)C. The product is [OH:7][CH:8]([CH2:13][CH3:14])[CH:9]([N+:1]([O-:3])=[O:2])[CH2:10][CH3:11]. The yield is 0.840. (3) The reactants are C1(P(C2C=CC=CC=2)C2C=CC=CC=2)C=CC=CC=1.N#N.CCOC(/N=N/C(OCC)=O)=O.BrCCBr.[F:38][C:39]1[CH:40]=[C:41]([OH:49])[CH:42]=[C:43]([S:45]([CH3:48])(=[O:47])=[O:46])[CH:44]=1.[C:50]([NH:57][CH2:58][CH2:59]O)([O:52][C:53]([CH3:56])([CH3:55])[CH3:54])=[O:51]. The catalyst is C1COCC1.CCOC(C)=O.O. The product is [F:38][C:39]1[CH:40]=[C:41]([CH:42]=[C:43]([S:45]([CH3:48])(=[O:46])=[O:47])[CH:44]=1)[O:49][CH2:59][CH2:58][NH:57][C:50](=[O:51])[O:52][C:53]([CH3:56])([CH3:55])[CH3:54]. The yield is 0.700. (4) The reactants are [C:1](Cl)(Cl)=[S:2].[NH2:5][C:6]1[C:15]2[C:10](=[CH:11][CH:12]=[CH:13][CH:14]=2)[C:9]([CH:16]2[CH2:18][CH2:17]2)=[CH:8][CH:7]=1.C(N(C(C)C)CC)(C)C.Cl. The catalyst is ClCCl. The product is [CH:16]1([C:9]2[C:10]3[C:15](=[CH:14][CH:13]=[CH:12][CH:11]=3)[C:6]([N:5]=[C:1]=[S:2])=[CH:7][CH:8]=2)[CH2:18][CH2:17]1. The yield is 0.860.